This data is from Catalyst prediction with 721,799 reactions and 888 catalyst types from USPTO. The task is: Predict which catalyst facilitates the given reaction. (1) Reactant: [OH:1][C:2]1[CH:3]=[CH:4][C:5]2[CH2:11][CH2:10][NH:9][C:8](=[O:12])[NH:7][C:6]=2[CH:13]=1.C(N(CC)C(C)C)(C)C.C1C=CC(N([S:30]([C:33]([F:36])([F:35])[F:34])(=[O:32])=[O:31])[S:30]([C:33]([F:36])([F:35])[F:34])(=[O:32])=[O:31])=CC=1. Product: [O:12]=[C:8]1[NH:7][C:6]2[CH:13]=[C:2]([O:1][S:30]([C:33]([F:36])([F:35])[F:34])(=[O:32])=[O:31])[CH:3]=[CH:4][C:5]=2[CH2:11][CH2:10][NH:9]1. The catalyst class is: 10. (2) Reactant: Br[C:2]1[CH:3]=[CH:4][C:5]([C:9]([OH:12])([CH3:11])[CH3:10])=[N:6][C:7]=1[CH3:8].B1(B2OC(C)(C)C(C)(C)O2)OC(C)(C)C(C)(C)O1.C([O-])(=O)C.[K+].Br[C:37]1[C:38]([O:44][CH2:45][C@H:46]2[CH2:48][C@@H:47]2[C:49]2[CH:54]=[CH:53][C:52]([CH3:55])=[CH:51][N:50]=2)=[N:39][C:40]([CH3:43])=[N:41][CH:42]=1.C(=O)([O-])[O-].[Cs+].[Cs+]. Product: [CH3:8][C:7]1[N:6]=[C:5]([C:9]([OH:12])([CH3:11])[CH3:10])[CH:4]=[CH:3][C:2]=1[C:37]1[C:38]([O:44][CH2:45][C@H:46]2[CH2:48][C@@H:47]2[C:49]2[CH:54]=[CH:53][C:52]([CH3:55])=[CH:51][N:50]=2)=[N:39][C:40]([CH3:43])=[N:41][CH:42]=1. The catalyst class is: 800. (3) Reactant: C(=O)([O-])[O-].[K+].[K+].[CH:7](I)([CH3:9])[CH3:8].CS(C)=O.Br.[Br:16][C:17]1[CH:18]=[N:19][C:20]([OH:23])=[N:21][CH:22]=1. Product: [Br:16][C:17]1[CH:18]=[N:19][C:20](=[O:23])[N:21]([CH:7]([CH3:9])[CH3:8])[CH:22]=1. The catalyst class is: 6.